From a dataset of Forward reaction prediction with 1.9M reactions from USPTO patents (1976-2016). Predict the product of the given reaction. Given the reactants C(N(CC)CC)C.[C:8]1([CH3:18])[CH:13]=[CH:12][C:11]([S:14](Cl)(=[O:16])=[O:15])=[CH:10][CH:9]=1.[OH:19][CH2:20][CH2:21][CH:22]1[CH2:28][CH:27]2[N:29]([C:30]([O:32][C:33]([CH3:36])([CH3:35])[CH3:34])=[O:31])[CH:24]([CH2:25][CH2:26]2)[CH2:23]1.C(Cl)Cl, predict the reaction product. The product is: [CH3:18][C:8]1[CH:13]=[CH:12][C:11]([S:14]([O:19][CH2:20][CH2:21][CH:22]2[CH2:28][CH:27]3[N:29]([C:30]([O:32][C:33]([CH3:36])([CH3:35])[CH3:34])=[O:31])[CH:24]([CH2:25][CH2:26]3)[CH2:23]2)(=[O:16])=[O:15])=[CH:10][CH:9]=1.